Dataset: Forward reaction prediction with 1.9M reactions from USPTO patents (1976-2016). Task: Predict the product of the given reaction. (1) Given the reactants [CH:1]1[C:10]2[C:5](=[CH:6][CH:7]=[CH:8][CH:9]=2)[CH:4]=[C:3]([C:11]([NH:13][NH2:14])=[O:12])[N:2]=1.[N:15]([O-])=O.[Na+], predict the reaction product. The product is: [CH:1]1[C:10]2[C:5](=[CH:6][CH:7]=[CH:8][CH:9]=2)[CH:4]=[C:3]([C:11]([N:13]=[N+:14]=[N-:15])=[O:12])[N:2]=1. (2) Given the reactants C(OC([N:8]1[CH2:13][CH2:12][CH:11]([N:14]2[C:18]3[CH:19]=[CH:20][CH:21]=[CH:22][C:17]=3[N:16]([CH2:23][C:24]3[N:34]([CH2:35][CH2:36][CH:37]4[CH2:42][CH2:41][CH2:40][CH2:39][CH2:38]4)[C:27]4[N:28]=[C:29]([C:32]#[N:33])[N:30]=[CH:31][C:26]=4[CH:25]=3)[C:15]2=[O:43])[CH2:10][CH2:9]1)=O)(C)(C)C.[F:44][C:45]([F:50])([F:49])[C:46]([OH:48])=[O:47], predict the reaction product. The product is: [F:44][C:45]([F:50])([F:49])[C:46]([OH:48])=[O:47].[CH:37]1([CH2:36][CH2:35][N:34]2[C:27]3[N:28]=[C:29]([C:32]#[N:33])[N:30]=[CH:31][C:26]=3[CH:25]=[C:24]2[CH2:23][N:16]2[C:17]3[CH:22]=[CH:21][CH:20]=[CH:19][C:18]=3[N:14]([CH:11]3[CH2:12][CH2:13][NH:8][CH2:9][CH2:10]3)[C:15]2=[O:43])[CH2:42][CH2:41][CH2:40][CH2:39][CH2:38]1. (3) Given the reactants I[C:2]1[CH:7]=[CH:6][N:5]=[C:4]2[N:8]([C:11]3[CH:16]=[CH:15][CH:14]=[CH:13][C:12]=3[C:17]([F:20])([F:19])[F:18])[N:9]=[CH:10][C:3]=12.CC1(C)C(C)(C)[O:25][B:24](B2OC(C)(C)C(C)(C)O2)[O:23]1.C([O-])(=O)C.[K+].C(Cl)Cl, predict the reaction product. The product is: [F:18][C:17]([F:20])([F:19])[C:12]1[CH:13]=[CH:14][CH:15]=[CH:16][C:11]=1[N:8]1[C:4]2=[N:5][CH:6]=[CH:7][C:2]([B:24]([OH:25])[OH:23])=[C:3]2[CH:10]=[N:9]1. (4) Given the reactants Cl[C:2]1[N:7]=[CH:6][C:5]([F:8])=[CH:4][N:3]=1.[CH3:9][S-:10].[Na+], predict the reaction product. The product is: [F:8][C:5]1[CH:4]=[N:3][C:2]([S:10][CH3:9])=[N:7][CH:6]=1. (5) The product is: [Cl:1][C:2]1[CH:7]=[C:6]([Cl:8])[CH:5]=[CH:4][C:3]=1[C@H:9]([NH:11][C:12]1[CH:19]=[C:18]([N:20]2[CH2:25][CH2:24][N:23]([C:39]([C@H:34]3[CH2:35][CH2:36][CH2:37][CH2:38][NH:33]3)=[O:40])[CH2:22][CH2:21]2)[CH:17]=[CH:16][C:13]=1[C:14]#[N:15])[CH3:10]. Given the reactants [Cl:1][C:2]1[CH:7]=[C:6]([Cl:8])[CH:5]=[CH:4][C:3]=1[C@H:9]([NH:11][C:12]1[CH:19]=[C:18]([N:20]2[CH2:25][CH2:24][NH:23][CH2:22][CH2:21]2)[CH:17]=[CH:16][C:13]=1[C:14]#[N:15])[CH3:10].C(OC([N:33]1[CH2:38][CH2:37][CH2:36][CH2:35][C@@H:34]1[C:39](O)=[O:40])=O)(C)(C)C.CN(C(ON1N=NC2C=CC=NC1=2)=[N+](C)C)C.F[P-](F)(F)(F)(F)F.CCN(C(C)C)C(C)C, predict the reaction product. (6) Given the reactants BrC1C=CC2OC3C(=O)NC(C4CCNCC4)=NC=3C=2C=1.BrC1C=CC2OC3C(=O)NC(C4CCN(C(OC(C)(C)C)=O)CC4)=NC=3C=2C=1.[Br:50][C:51]1[CH:52]=[CH:53][C:54]2[O:63][C:62]3[C:61](=[O:64])[NH:60][C:59]([C@@H:65]4[CH:69]=[CH:68][CH2:67][N:66]4C(OC(C)(C)C)=O)=[N:58][C:57]=3[C:55]=2[CH:56]=1, predict the reaction product. The product is: [Br:50][C:51]1[CH:52]=[CH:53][C:54]2[O:63][C:62]3[C:61](=[O:64])[NH:60][C:59]([C@@H:65]4[CH:69]=[CH:68][CH2:67][NH:66]4)=[N:58][C:57]=3[C:55]=2[CH:56]=1. (7) Given the reactants [CH3:1][C@@H:2]1[C:8]2[CH:9]=[CH:10][C:11]([C:13]([O:15][CH2:16][CH3:17])=[O:14])=[CH:12][C:7]=2[O:6][CH2:5][CH2:4][NH:3]1.CN(C(ON1N=NC2C=CC=NC1=2)=[N+](C)C)C.F[P-](F)(F)(F)(F)F.CCN(C(C)C)C(C)C.[CH3:51][C:52]1([C:56](O)=[O:57])[CH2:55][CH2:54][CH2:53]1, predict the reaction product. The product is: [CH3:1][C@@H:2]1[C:8]2[CH:9]=[CH:10][C:11]([C:13]([O:15][CH2:16][CH3:17])=[O:14])=[CH:12][C:7]=2[O:6][CH2:5][CH2:4][N:3]1[C:56]([C:52]1([CH3:51])[CH2:55][CH2:54][CH2:53]1)=[O:57].